This data is from Full USPTO retrosynthesis dataset with 1.9M reactions from patents (1976-2016). The task is: Predict the reactants needed to synthesize the given product. The reactants are: [N+:1]([C:4]1[CH:9]=[C:8]([CH3:10])[CH:7]=[C:6]([N+:11]([O-])=O)[C:5]=1[O:14][CH3:15])([O-])=O.CO.[H][H].[ClH:20]. Given the product [ClH:20].[ClH:20].[NH2:1][C:4]1[CH:9]=[C:8]([CH3:10])[CH:7]=[C:6]([NH2:11])[C:5]=1[O:14][CH3:15], predict the reactants needed to synthesize it.